Dataset: Reaction yield outcomes from USPTO patents with 853,638 reactions. Task: Predict the reaction yield, written as a fraction of the theoretical maximum amount of product (1.0 means a 100% yield; for example, 0.34 means a 34% yield). The reactants are [CH2:1]([N:3]([CH2:11][CH3:12])[C:4]1[CH:5]=[C:6]([OH:10])[CH:7]=[CH:8][CH:9]=1)[CH3:2].[Br:13][CH2:14][CH2:15][CH2:16]Br.C([O-])([O-])=O.[Cs+].[Cs+]. The catalyst is C(#N)C. The product is [Br:13][CH2:14][CH2:15][CH2:16][O:10][C:6]1[CH:5]=[C:4]([CH:9]=[CH:8][CH:7]=1)[N:3]([CH2:1][CH3:2])[CH2:11][CH3:12]. The yield is 0.174.